Task: Predict the product of the given reaction.. Dataset: Forward reaction prediction with 1.9M reactions from USPTO patents (1976-2016) (1) Given the reactants [OH:1][C:2]([CH3:21])([CH3:20])[CH2:3][NH:4][C:5]([C:7]1[S:8][CH:9]=[C:10]([C:12]([N:14]2[CH2:18][CH2:17][CH2:16][C@@H:15]2[CH3:19])=[O:13])[N:11]=1)=[O:6].Br[C:23]1[CH:28]=[CH:27][C:26]([C:29]([OH:38])([C:34]([F:37])([F:36])[F:35])[C:30]([F:33])([F:32])[F:31])=[C:25]([Cl:39])[C:24]=1[F:40], predict the reaction product. The product is: [Cl:39][C:25]1[C:24]([F:40])=[C:23]([C:9]2[S:8][C:7]([C:5]([NH:4][CH2:3][C:2]([OH:1])([CH3:20])[CH3:21])=[O:6])=[N:11][C:10]=2[C:12]([N:14]2[CH2:18][CH2:17][CH2:16][C@@H:15]2[CH3:19])=[O:13])[CH:28]=[CH:27][C:26]=1[C:29]([OH:38])([C:30]([F:31])([F:32])[F:33])[C:34]([F:36])([F:37])[F:35]. (2) Given the reactants FC(F)(F)C(O)=O.N1([C:13]23[O:28][N:27]=[C:26]([C:29]([O:31][CH2:32][CH3:33])=[O:30])[CH:14]2[CH2:15][N:16](C(OC(C)(C)C)=O)[CH2:17][CH2:18]3)CCCC1.C([O-])(O)=O.[Na+], predict the reaction product. The product is: [O:28]1[C:13]2[CH2:18][CH2:17][NH:16][CH2:15][C:14]=2[C:26]([C:29]([O:31][CH2:32][CH3:33])=[O:30])=[N:27]1.